Dataset: Reaction yield outcomes from USPTO patents with 853,638 reactions. Task: Predict the reaction yield, written as a fraction of the theoretical maximum amount of product (1.0 means a 100% yield; for example, 0.34 means a 34% yield). (1) The yield is 0.910. No catalyst specified. The reactants are [Cl:1][C:2]1[CH:7]=[CH:6][C:5]([C:8]2[CH:13]=[CH:12][N+:11]([O-])=[CH:10][CH:9]=2)=[C:4]([O:15][CH3:16])[CH:3]=1.C(OC(=O)C)(=[O:19])C. The product is [Cl:1][C:2]1[CH:7]=[CH:6][C:5]([C:8]2[CH:13]=[CH:12][NH:11][C:10](=[O:19])[CH:9]=2)=[C:4]([O:15][CH3:16])[CH:3]=1. (2) The reactants are [OH:1][C:2]1[C:11]2[C:10]([CH3:13])([CH3:12])[CH2:9][CH2:8][C:7]([CH3:15])([CH3:14])[C:6]=2[CH:5]=[C:4]([CH:16]=[O:17])[CH:3]=1.[H-].[Na+].[F:20][C:21]1[CH:28]=[CH:27][C:24]([CH2:25]Br)=[CH:23][CH:22]=1. No catalyst specified. The product is [F:20][C:21]1[CH:28]=[CH:27][C:24]([CH2:25][O:1][C:2]2[C:11]3[C:10]([CH3:12])([CH3:13])[CH2:9][CH2:8][C:7]([CH3:15])([CH3:14])[C:6]=3[CH:5]=[C:4]([CH:16]=[O:17])[CH:3]=2)=[CH:23][CH:22]=1. The yield is 1.00. (3) The reactants are [Cl:1][C:2]1[CH:7]=[CH:6][CH:5]=[CH:4][C:3]=1[S:8]([N:11]1[CH2:16][CH2:15][CH2:14][C@@H:13]([C:17]([OH:19])=O)[CH2:12]1)(=[O:10])=[O:9].Cl.[CH3:21][CH:22]1[CH2:26][CH2:25][CH2:24][CH:23]1[NH2:27]. No catalyst specified. The product is [CH3:21][CH:22]1[CH2:26][CH2:25][CH2:24][CH:23]1[NH:27][C:17]([C@H:13]1[CH2:14][CH2:15][CH2:16][N:11]([S:8]([C:3]2[CH:4]=[CH:5][CH:6]=[CH:7][C:2]=2[Cl:1])(=[O:9])=[O:10])[CH2:12]1)=[O:19]. The yield is 0.350. (4) The reactants are [CH3:1][O:2][C:3]1[CH:4]=[CH:5][CH:6]=[C:7]2[C:11]=1[NH:10][N:9]=[C:8]2[C:12]([O:14][CH3:15])=[O:13].[Br:16][C:17]1[CH:18]=[C:19](B(O)O)[CH:20]=[CH:21][CH:22]=1. No catalyst specified. The product is [Br:16][C:17]1[CH:22]=[C:21]([N:10]2[C:11]3[C:7](=[CH:6][CH:5]=[CH:4][C:3]=3[O:2][CH3:1])[C:8]([C:12]([O:14][CH3:15])=[O:13])=[N:9]2)[CH:20]=[CH:19][CH:18]=1. The yield is 0.290. (5) The reactants are [CH:1]([C:4]1[CH:9]=[CH:8][CH:7]=[CH:6][C:5]=1[S:10]([NH:13][CH2:14][CH2:15][C:16]1[CH:21]=[CH:20][CH:19]=[CH:18][N:17]=1)(=[O:12])=[O:11])([CH3:3])[CH3:2].[Br:22]N1C(=O)CCC1=O.[OH-].[Na+]. The catalyst is S(=O)(=O)(O)O. The product is [Br:22][C:7]1[CH:8]=[CH:9][C:4]([CH:1]([CH3:3])[CH3:2])=[C:5]([S:10]([NH:13][CH2:14][CH2:15][C:16]2[CH:21]=[CH:20][CH:19]=[CH:18][N:17]=2)(=[O:11])=[O:12])[CH:6]=1. The yield is 0.480. (6) The reactants are [CH:1]1([C:7]2[CH:30]=[CH:29][CH:28]=[CH:27][C:8]=2[O:9][C:10]2[CH:11]=[N:12][N:13]([CH:17]([CH2:21][CH:22]3[CH2:26][CH2:25][CH2:24][CH2:23]3)[C:18]([OH:20])=O)[C:14](=[O:16])[CH:15]=2)[CH2:6][CH2:5][CH2:4][CH2:3][CH2:2]1.[NH2:31][C:32]1[CH:36]=[CH:35][N:34]([CH2:37][C:38]([CH3:41])([OH:40])[CH3:39])[N:33]=1. No catalyst specified. The product is [CH:1]1([C:7]2[CH:30]=[CH:29][CH:28]=[CH:27][C:8]=2[O:9][C:10]2[CH:11]=[N:12][N:13]([CH:17]([CH2:21][CH:22]3[CH2:23][CH2:24][CH2:25][CH2:26]3)[C:18]([NH:31][C:32]3[CH:36]=[CH:35][N:34]([CH2:37][C:38]([OH:40])([CH3:39])[CH3:41])[N:33]=3)=[O:20])[C:14](=[O:16])[CH:15]=2)[CH2:6][CH2:5][CH2:4][CH2:3][CH2:2]1. The yield is 0.620. (7) The reactants are [Si]([O:8][CH2:9][CH2:10][N:11]([CH3:49])[CH:12]1[CH2:17][CH2:16][N:15]([C:18]2[CH:23]=[CH:22][C:21]([NH:24][C:25]3[N:26]=[CH:27][C:28]4[C:33]([CH3:35])([CH3:34])[CH2:32][N:31]([S:36]([C:39]5[CH:40]=[CH:41][CH:42]=[C:43]6[C:48]=5[N:47]=[CH:46][CH:45]=[CH:44]6)(=[O:38])=[O:37])[C:29]=4[N:30]=3)=[CH:20][CH:19]=2)[CH2:14][CH2:13]1)(C(C)(C)C)(C)C.[F-].C([N+](CCCC)(CCCC)CCCC)CCC. The catalyst is C1COCC1. The product is [CH3:34][C:33]1([CH3:35])[C:28]2[CH:27]=[N:26][C:25]([NH:24][C:21]3[CH:22]=[CH:23][C:18]([N:15]4[CH2:16][CH2:17][CH:12]([N:11]([CH3:49])[CH2:10][CH2:9][OH:8])[CH2:13][CH2:14]4)=[CH:19][CH:20]=3)=[N:30][C:29]=2[N:31]([S:36]([C:39]2[CH:40]=[CH:41][CH:42]=[C:43]3[C:48]=2[N:47]=[CH:46][CH:45]=[CH:44]3)(=[O:37])=[O:38])[CH2:32]1. The yield is 0.280. (8) The reactants are [CH3:1][C:2]1[CH:7]=[CH:6][C:5]([CH3:8])=[CH:4][C:3]=1[OH:9].[CH3:10][CH:11]([CH2:15][CH2:16][CH2:17][CH:18]([CH3:20])[CH3:19])[CH2:12][CH2:13]Br.[OH-].[Na+].C1(C)C=CC=CC=1. The catalyst is [Br-].C([N+](CCCC)(CCCC)CCCC)CCC.O. The product is [CH3:10][CH:11]([CH2:15][CH2:16][CH2:17][CH:18]([CH3:20])[CH3:19])[CH2:12][CH2:13][O:9][C:3]1[CH:4]=[C:5]([CH3:8])[CH:6]=[CH:7][C:2]=1[CH3:1]. The yield is 0.700. (9) The reactants are [CH3:1][C:2]1[CH:7]=[CH:6][C:5]([NH2:8])=[C:4]([N+:9]([O-:11])=[O:10])[CH:3]=1.[I:12]I. The catalyst is C(O)C.[N+]([O-])([O-])=O.[Ag+]. The product is [NH2:8][C:5]1[C:4]([N+:9]([O-:11])=[O:10])=[CH:3][C:2]([CH3:1])=[CH:7][C:6]=1[I:12]. The yield is 0.690. (10) The reactants are C1(C)C=CC=CC=1.[NH2:8][C:9]1[CH:10]=[C:11]([CH:19]=[CH:20][C:21]=1[N+:22]([O-:24])=[O:23])[C:12]([N:14]([CH2:17][CH3:18])[CH2:15][CH3:16])=[O:13].[CH2:25]([O:27][C:28]1[CH:33]=[CH:32][C:31]([CH2:34][C:35](Cl)=[O:36])=[CH:30][CH:29]=1)[CH3:26]. The catalyst is [Zn].CCOC(C)=O. The product is [CH2:17]([N:14]([CH2:15][CH3:16])[C:12]([C:11]1[CH:19]=[CH:20][C:21]([N+:22]([O-:24])=[O:23])=[C:9]([NH:8][C:35](=[O:36])[CH2:34][C:31]2[CH:32]=[CH:33][C:28]([O:27][CH2:25][CH3:26])=[CH:29][CH:30]=2)[CH:10]=1)=[O:13])[CH3:18]. The yield is 0.900.